Predict the reaction yield, written as a fraction of the theoretical maximum amount of product (1.0 means a 100% yield; for example, 0.34 means a 34% yield). From a dataset of Reaction yield outcomes from USPTO patents with 853,638 reactions. (1) The reactants are C[N:2](C)/[CH:3]=[CH:4]/[C:5]([C:7]1[CH:8]=[C:9]([CH:12]=[CH:13][CH:14]=1)[C:10]#[N:11])=O.C(O)C.[NH2:19]N. No catalyst specified. The product is [NH:2]1[CH:3]=[CH:4][C:5]([C:7]2[CH:8]=[C:9]([CH:12]=[CH:13][CH:14]=2)[C:10]#[N:11])=[N:19]1. The yield is 0.840. (2) The reactants are [CH:1]1[C:6]([CH:7]=[O:8])=[CH:5][CH:4]=[C:3]([CH:9]=[O:10])[CH:2]=1.NCC1C=CC=CN=1.[H][H]. The catalyst is [Pd].CO. The product is [OH:10][CH2:9][C:3]1[CH:2]=[CH:1][C:6]([CH:7]=[O:8])=[CH:5][CH:4]=1. The yield is 0.780. (3) The reactants are Cl[C:2]1[C:3]2[N:10]=[CH:9][N:8]([C:11]3([CH3:14])[CH2:13][CH2:12]3)[C:4]=2[N:5]=[N:6][CH:7]=1.[CH2:15]([S:17]([C:20]1[CH:25]=[CH:24][C:23]([C:26]2[C:31]([F:32])=[CH:30][CH:29]=[C:28](B3OC(C)(C)C(C)(C)O3)[CH:27]=2)=[CH:22][CH:21]=1)(=[O:19])=[O:18])[CH3:16]. No catalyst specified. The product is [CH2:15]([S:17]([C:20]1[CH:21]=[CH:22][C:23]([C:26]2[C:31]([F:32])=[CH:30][CH:29]=[C:28]([C:2]3[C:3]4[N:10]=[CH:9][N:8]([C:11]5([CH3:14])[CH2:13][CH2:12]5)[C:4]=4[N:5]=[N:6][CH:7]=3)[CH:27]=2)=[CH:24][CH:25]=1)(=[O:18])=[O:19])[CH3:16]. The yield is 0.320. (4) The reactants are [CH3:1][O:2][CH2:3][NH:4][C:5]([CH:7]1[CH2:11][S:10][C:9]([C:12]2[CH:17]=[CH:16][CH:15]=[CH:14][CH:13]=2)=[N:8]1)=[O:6].C1CCN2C(=NCCC2)CC1.BrC(Cl)(Cl)Cl. The catalyst is C(Cl)Cl. The product is [CH3:1][O:2][CH2:3][NH:4][C:5]([C:7]1[N:8]=[C:9]([C:12]2[CH:17]=[CH:16][CH:15]=[CH:14][CH:13]=2)[S:10][CH:11]=1)=[O:6]. The yield is 0.736. (5) The reactants are [NH:1]([C:19]([O:21][CH2:22][C:23]1[CH:28]=[CH:27][CH:26]=[CH:25][CH:24]=1)=[O:20])[C@H:2]([C:15]([O:17][CH3:18])=[O:16])[CH2:3][CH2:4][CH2:5][CH2:6][NH:7]C(OC(C)(C)C)=O.C(O)(C(F)(F)F)=O. The catalyst is C(Cl)Cl. The product is [NH2:7][CH2:6][CH2:5][CH2:4][CH2:3][C@H:2]([NH:1][C:19]([O:21][CH2:22][C:23]1[CH:24]=[CH:25][CH:26]=[CH:27][CH:28]=1)=[O:20])[C:15]([O:17][CH3:18])=[O:16]. The yield is 0.980. (6) The reactants are [Cl:1][C:2]1[N:7]=[C:6]([NH:8][CH2:9][CH:10]2[CH2:15][CH2:14][O:13][CH2:12][CH2:11]2)[CH:5]=[N:4][C:3]=1[I:16].[H-].[Na+].[C:19]([O:23][C:24](O[C:24]([O:23][C:19]([CH3:22])([CH3:21])[CH3:20])=[O:25])=[O:25])([CH3:22])([CH3:21])[CH3:20]. The catalyst is CN(C=O)C.[Cl-].[Na+].O. The product is [C:19]([O:23][C:24](=[O:25])[N:8]([C:6]1[CH:5]=[N:4][C:3]([I:16])=[C:2]([Cl:1])[N:7]=1)[CH2:9][CH:10]1[CH2:15][CH2:14][O:13][CH2:12][CH2:11]1)([CH3:22])([CH3:21])[CH3:20]. The yield is 0.550. (7) The reactants are [NH2:1][C:2]1[C:3]2[C:13]([O:14][CH2:15][CH2:16][CH2:17][CH2:18][CH2:19][CH2:20][NH:21]C(=O)OC(C)(C)C)=[CH:12][CH:11]=[CH:10][C:4]=2[NH:5][S:6](=[O:9])(=[O:8])[N:7]=1.[ClH:29]. The catalyst is O1CCOCC1. The product is [Cl-:29].[NH2:1][C:2]1[C:3]2[C:13]([O:14][CH2:15][CH2:16][CH2:17][CH2:18][CH2:19][CH2:20][NH3+:21])=[CH:12][CH:11]=[CH:10][C:4]=2[NH:5][S:6](=[O:9])(=[O:8])[N:7]=1. The yield is 0.629.